Task: Predict the product of the given reaction.. Dataset: Forward reaction prediction with 1.9M reactions from USPTO patents (1976-2016) (1) Given the reactants [CH3:1][C:2]1[N:7]=[C:6]([NH2:8])[N:5]=[C:4]([NH:9][CH:10]2[CH2:14][CH2:13][O:12][CH2:11]2)[CH:3]=1.[I:15]Cl.S([O-])([O-])(=O)=S.[Na+].[Na+], predict the reaction product. The product is: [I:15][C:3]1[C:4]([NH:9][CH:10]2[CH2:14][CH2:13][O:12][CH2:11]2)=[N:5][C:6]([NH2:8])=[N:7][C:2]=1[CH3:1]. (2) Given the reactants [Cl:1][C:2]1[CH:3]=[C:4]([C@@H:8]([OH:35])[CH2:9][NH:10][C:11]([CH3:34])([CH3:33])[CH2:12][C:13]2[CH:18]=[CH:17][C:16]([S:19]([C:22]3[CH:32]=[CH:31][C:25]([C:26]([O:28][CH2:29][CH3:30])=[O:27])=[CH:24][CH:23]=3)(=[O:21])=[O:20])=[CH:15][CH:14]=2)[CH:5]=[CH:6][CH:7]=1.Cl.C(O)C, predict the reaction product. The product is: [ClH:1].[Cl:1][C:2]1[CH:3]=[C:4]([C@@H:8]([OH:35])[CH2:9][NH:10][C:11]([CH3:34])([CH3:33])[CH2:12][C:13]2[CH:14]=[CH:15][C:16]([S:19]([C:22]3[CH:23]=[CH:24][C:25]([C:26]([O:28][CH2:29][CH3:30])=[O:27])=[CH:31][CH:32]=3)(=[O:20])=[O:21])=[CH:17][CH:18]=2)[CH:5]=[CH:6][CH:7]=1. (3) Given the reactants Cl.N[C@H]1[C@H](C2C=CC=CC=2)CN(CC#N)C1.Cl.[NH2:18][C@H:19]1[C@H:23]([C:24]2[CH:29]=[CH:28][CH:27]=[CH:26][CH:25]=2)[CH2:22][N:21]([CH2:30][C:31]([NH2:33])=[O:32])[CH2:20]1.CC(N(C)C)=O.[C:40]1([N:46]2[C:50]([NH:51][C:52](=O)[O:53]C3C=CC=CC=3)=[C:49]3[CH2:61][CH2:62][CH2:63][C:48]3=[N:47]2)[CH:45]=[CH:44][CH:43]=[CH:42][CH:41]=1.CCN(C(C)C)C(C)C, predict the reaction product. The product is: [C:24]1([C@H:23]2[C@H:19]([NH:18][C:52]([NH:51][C:50]3[N:46]([C:40]4[CH:41]=[CH:42][CH:43]=[CH:44][CH:45]=4)[N:47]=[C:48]4[CH2:63][CH2:62][CH2:61][C:49]=34)=[O:53])[CH2:20][N:21]([CH2:30][C:31]([NH2:33])=[O:32])[CH2:22]2)[CH:29]=[CH:28][CH:27]=[CH:26][CH:25]=1. (4) The product is: [CH:7]([CH:4]1[CH2:5][CH2:6][CH:1]([CH3:11])[CH2:2][CH:3]1[O:10][P:18]1[O:22][C:21]([C:29]2[CH:34]=[CH:33][CH:32]=[CH:31][CH:30]=2)([C:23]2[CH:24]=[CH:25][CH:26]=[CH:27][CH:28]=2)[C:20]([C:35]2[CH:36]=[CH:37][CH:38]=[CH:39][CH:40]=2)([C:41]2[CH:42]=[CH:43][CH:44]=[CH:45][CH:46]=2)[O:19]1)([CH3:8])[CH3:9]. Given the reactants [CH:1]1([CH3:11])[CH2:6][CH2:5][CH:4]([CH:7]([CH3:9])[CH3:8])[CH:3]([OH:10])[CH2:2]1.C([Li])CCC.Cl[P:18]1[O:22][C:21]([C:29]2[CH:34]=[CH:33][CH:32]=[CH:31][CH:30]=2)([C:23]2[CH:28]=[CH:27][CH:26]=[CH:25][CH:24]=2)[C:20]([C:41]2[CH:46]=[CH:45][CH:44]=[CH:43][CH:42]=2)([C:35]2[CH:40]=[CH:39][CH:38]=[CH:37][CH:36]=2)[O:19]1, predict the reaction product. (5) Given the reactants [Br:1][C:2]1[CH:3]=[C:4]2[C:9](=[CH:10][CH:11]=1)[N:8]=[CH:7][C:6]([S:12]([CH3:15])(=[O:14])=[O:13])=[C:5]2Cl.[CH3:17][N:18]([CH3:27])[CH:19]([CH:21]1[CH2:26][CH2:25][NH:24][CH2:23][CH2:22]1)[CH3:20], predict the reaction product. The product is: [Br:1][C:2]1[CH:3]=[C:4]2[C:9](=[CH:10][CH:11]=1)[N:8]=[CH:7][C:6]([S:12]([CH3:15])(=[O:14])=[O:13])=[C:5]2[N:24]1[CH2:25][CH2:26][CH:21]([CH:19]([N:18]([CH3:17])[CH3:27])[CH3:20])[CH2:22][CH2:23]1. (6) Given the reactants [CH3:1][C:2]1[C:3]([O:12][C:13]2[C:18]([CH3:19])=[CH:17][C:16]([CH3:20])=[CH:15][C:14]=2[CH3:21])=[N:4][C:5]([CH3:11])=[CH:6][C:7]=1[NH:8][CH2:9][CH3:10].C(N(CC)CC)C.[F:36][C:35]([F:38])([F:37])[C:34](O[C:34](=[O:39])[C:35]([F:38])([F:37])[F:36])=[O:39], predict the reaction product. The product is: [CH3:1][C:2]1[C:3]([O:12][C:13]2[C:18]([CH3:19])=[CH:17][C:16]([CH3:20])=[CH:15][C:14]=2[CH3:21])=[N:4][C:5]([CH3:11])=[CH:6][C:7]=1[N:8]([CH2:9][CH3:10])[C:34](=[O:39])[C:35]([F:36])([F:37])[F:38].